Task: Predict the product of the given reaction.. Dataset: Forward reaction prediction with 1.9M reactions from USPTO patents (1976-2016) (1) Given the reactants [F:1][C:2]1[CH:3]=[C:4]([S:10]([NH2:13])(=[O:12])=[O:11])[CH:5]=[C:6]([F:9])[C:7]=1F.[CH3:14][N:15]([CH3:28])[CH2:16][CH2:17][C@@H:18]([NH2:27])[CH2:19][S:20][C:21]1[CH:26]=[CH:25][CH:24]=[CH:23][CH:22]=1.CN(C)CC[C@@H](NC1C=CC(S(N)(=O)=O)=CC=1S(C(F)(F)F)(=O)=O)CSC1C=CC=CC=1, predict the reaction product. The product is: [CH3:28][N:15]([CH3:14])[CH2:16][CH2:17][C@@H:18]([NH:27][C:7]1[C:6]([F:9])=[CH:5][C:4]([S:10]([NH2:13])(=[O:11])=[O:12])=[CH:3][C:2]=1[F:1])[CH2:19][S:20][C:21]1[CH:22]=[CH:23][CH:24]=[CH:25][CH:26]=1. (2) Given the reactants [F:1][C:2]1[CH:3]=[C:4]([CH2:9][C:10]([NH:12][CH2:13][C:14]2([C:20]3[CH:25]=[CH:24][C:23]([I:26])=[CH:22][CH:21]=3)[CH2:19][CH2:18][NH:17][CH2:16][CH2:15]2)=[O:11])[CH:5]=[C:6]([F:8])[CH:7]=1.[CH:27]1([CH:30]=O)[CH2:29][CH2:28]1.CC(O)=O.[BH-](OC(C)=O)(OC(C)=O)OC(C)=O.[Na+], predict the reaction product. The product is: [CH:27]1([CH2:30][N:17]2[CH2:18][CH2:19][C:14]([CH2:13][NH:12][C:10](=[O:11])[CH2:9][C:4]3[CH:3]=[C:2]([F:1])[CH:7]=[C:6]([F:8])[CH:5]=3)([C:20]3[CH:21]=[CH:22][C:23]([I:26])=[CH:24][CH:25]=3)[CH2:15][CH2:16]2)[CH2:29][CH2:28]1.